From a dataset of Forward reaction prediction with 1.9M reactions from USPTO patents (1976-2016). Predict the product of the given reaction. (1) Given the reactants [N:1]1[C:9]2[C:4](=[N:5][CH:6]=[CH:7][CH:8]=2)[N:3]([CH2:10][C:11]2[CH:21]=[CH:20][C:14]3[N:15]=[C:16](SC)[O:17][C:13]=3[CH:12]=2)[CH:2]=1.[CH2:22]1[C:30]2[C:25](=[CH:26][CH:27]=[CH:28][CH:29]=2)[C@@H:24]([NH2:31])[C@@H:23]1[OH:32].CCN(C(C)C)C(C)C, predict the reaction product. The product is: [N:1]1[C:9]2[C:4](=[N:5][CH:6]=[CH:7][CH:8]=2)[N:3]([CH2:10][C:11]2[CH:21]=[CH:20][C:14]3[N:15]=[C:16]([NH:31][C@@H:24]4[C:25]5[C:30](=[CH:29][CH:28]=[CH:27][CH:26]=5)[CH2:22][C@H:23]4[OH:32])[O:17][C:13]=3[CH:12]=2)[CH:2]=1. (2) Given the reactants [N+:1]([C:4]1[CH:9]=[CH:8][C:7]([OH:10])=[C:6]([C:11]2[S:15][CH:14]=[N:13][CH:12]=2)[CH:5]=1)([O-])=O, predict the reaction product. The product is: [NH2:1][C:4]1[CH:9]=[CH:8][C:7]([OH:10])=[C:6]([C:11]2[S:15][CH:14]=[N:13][CH:12]=2)[CH:5]=1.